This data is from Catalyst prediction with 721,799 reactions and 888 catalyst types from USPTO. The task is: Predict which catalyst facilitates the given reaction. (1) Reactant: [CH3:1][O:2][C:3]1[CH:4]=[CH:5][C:6]([NH:11][C:12]2[C:13]3[N:14]([CH:40]=[CH:41][N:42]=3)[N:15]=[C:16]([C:18]3[CH:19]=[C:20]([CH:37]=[CH:38][CH:39]=3)[C:21]([NH:23][C:24]3[CH:36]=[CH:35][C:27]([C:28]([O:30]C(C)(C)C)=[O:29])=[CH:26][CH:25]=3)=[O:22])[CH:17]=2)=[N:7][C:8]=1[O:9][CH3:10].C(O)(C(F)(F)F)=O. Product: [CH3:1][O:2][C:3]1[CH:4]=[CH:5][C:6]([NH:11][C:12]2[C:13]3[N:14]([CH:40]=[CH:41][N:42]=3)[N:15]=[C:16]([C:18]3[CH:19]=[C:20]([CH:37]=[CH:38][CH:39]=3)[C:21]([NH:23][C:24]3[CH:36]=[CH:35][C:27]([C:28]([OH:30])=[O:29])=[CH:26][CH:25]=3)=[O:22])[CH:17]=2)=[N:7][C:8]=1[O:9][CH3:10]. The catalyst class is: 4. (2) Reactant: [BH4-].[BH4-].[BH4-].[BH4-].[Na+].[Na+].[Na+].[Na+].[CH3:9][O:10][C:11]1[C:12]([O:37][CH3:38])=[CH:13][C:14]2[N:20](COCC[Si](C)(C)C)[C:19](=O)[C@@H:18]3[CH2:30][C:31]([CH:33]=[CH2:34])=[CH:32][N:17]3[C:16](=[O:35])[C:15]=2[CH:36]=1.CCO.C1COCC1. Product: [CH3:9][O:10][C:11]1[C:12]([O:37][CH3:38])=[CH:13][C:14]2[N:20]=[CH:19][C@@H:18]3[CH2:30][C:31]([CH:33]=[CH2:34])=[CH:32][N:17]3[C:16](=[O:35])[C:15]=2[CH:36]=1. The catalyst class is: 72. (3) The catalyst class is: 6. Reactant: [NH2:1][C:2]1[N:7]([CH2:8][CH2:9][CH2:10][CH2:11][CH3:12])[C:6](=[O:13])[NH:5][C:4](=[O:14])[C:3]=1[N:15]=O.N.S(S([O-])=O)([O-])=O.[Na+].[Na+]. Product: [NH2:15][C:3]1[C:4](=[O:14])[NH:5][C:6](=[O:13])[N:7]([CH2:8][CH2:9][CH2:10][CH2:11][CH3:12])[C:2]=1[NH2:1]. (4) Reactant: [C:1]([O:5][C:6](=[O:50])[N:7]([C@H:9]([C:11](=[O:49])[NH:12][C@@H:13]1[C:19](=[O:20])[N:18]([CH2:21][C:22]2[C:31]3[C:26](=[CH:27][CH:28]=[CH:29][CH:30]=3)[CH:25]=[CH:24][C:23]=2[O:32][CH3:33])[C:17]2[CH:34]=[CH:35][CH:36]=[CH:37][C:16]=2[N:15]([C:38](=[O:48])[C:39]2[CH:44]=[CH:43][C:42]([N+:45]([O-])=O)=[CH:41][CH:40]=2)[CH2:14]1)[CH3:10])[CH3:8])([CH3:4])([CH3:3])[CH3:2]. Product: [C:1]([O:5][C:6](=[O:50])[N:7]([C@H:9]([C:11](=[O:49])[NH:12][C@@H:13]1[C:19](=[O:20])[N:18]([CH2:21][C:22]2[C:31]3[C:26](=[CH:27][CH:28]=[CH:29][CH:30]=3)[CH:25]=[CH:24][C:23]=2[O:32][CH3:33])[C:17]2[CH:34]=[CH:35][CH:36]=[CH:37][C:16]=2[N:15]([C:38](=[O:48])[C:39]2[CH:40]=[CH:41][C:42]([NH2:45])=[CH:43][CH:44]=2)[CH2:14]1)[CH3:10])[CH3:8])([CH3:2])([CH3:3])[CH3:4]. The catalyst class is: 19. (5) Reactant: IC.[CH3:3][O:4][C:5](=[O:38])[CH2:6][C@H:7]1[C:11]2[CH:12]=[CH:13][C:14]([O:16][C@H:17]3[C:25]4[C:20](=[C:21]([CH2:30][C:31]5[CH:36]=[CH:35][C:34]([OH:37])=[CH:33][CH:32]=5)[C:22]([C:26]([F:29])([F:28])[F:27])=[CH:23][CH:24]=4)[CH2:19][CH2:18]3)=[CH:15][C:10]=2[O:9][CH2:8]1.[C:39]([O-])([O-])=O.[K+].[K+]. Product: [CH3:3][O:4][C:5](=[O:38])[CH2:6][C@H:7]1[C:11]2[CH:12]=[CH:13][C:14]([O:16][C@H:17]3[C:25]4[C:20](=[C:21]([CH2:30][C:31]5[CH:36]=[CH:35][C:34]([O:37][CH3:39])=[CH:33][CH:32]=5)[C:22]([C:26]([F:27])([F:28])[F:29])=[CH:23][CH:24]=4)[CH2:19][CH2:18]3)=[CH:15][C:10]=2[O:9][CH2:8]1. The catalyst class is: 9. (6) Reactant: [C:1]([OH:5])(=O)[CH:2]=[CH2:3].[C:6]1([NH2:13])[C:7]([NH2:12])=[CH:8][CH:9]=[CH:10][CH:11]=1.O.C(Cl)(Cl)Cl. Product: [NH:12]1[C:1](=[O:5])[CH2:2][CH2:3][NH:13][C:6]2[CH:11]=[CH:10][CH:9]=[CH:8][C:7]1=2. The catalyst class is: 9.